From a dataset of Full USPTO retrosynthesis dataset with 1.9M reactions from patents (1976-2016). Predict the reactants needed to synthesize the given product. (1) Given the product [ClH:38].[F:1][C:2]1[CH:36]=[CH:35][CH:34]=[CH:33][C:3]=1[CH2:4][N:5]1[CH:14]([C:15]([N:17]2[CH2:26][CH2:25][C:24]3[C:19](=[CH:20][C:21]([O:29][CH3:30])=[C:22]([O:27][CH3:28])[CH:23]=3)[C@H:18]2[CH2:31][OH:32])=[O:16])[CH2:13][C:12]2[C:7](=[CH:8][CH:9]=[CH:10][CH:11]=2)[CH2:6]1, predict the reactants needed to synthesize it. The reactants are: [F:1][C:2]1[CH:36]=[CH:35][CH:34]=[CH:33][C:3]=1[CH2:4][N:5]1[CH:14]([C:15]([N:17]2[CH2:26][CH2:25][C:24]3[C:19](=[CH:20][C:21]([O:29][CH3:30])=[C:22]([O:27][CH3:28])[CH:23]=3)[C@H:18]2[CH2:31][OH:32])=[O:16])[CH2:13][C:12]2[C:7](=[CH:8][CH:9]=[CH:10][CH:11]=2)[CH2:6]1.C(Cl)[Cl:38].Cl. (2) Given the product [CH2:1]([O:4][C:5]1[CH:6]=[C:7]([F:14])[C:8]([CH2:9][O:10][C:28]([N:25]2[CH2:26][CH2:27][N:22]([C:20]([O:19][C:15]([CH3:17])([CH3:16])[CH3:18])=[O:21])[CH2:23][C@H:24]2[CH2:31][CH3:32])=[O:29])=[C:11]([F:13])[CH:12]=1)[CH:2]=[CH2:3], predict the reactants needed to synthesize it. The reactants are: [CH2:1]([O:4][C:5]1[CH:12]=[C:11]([F:13])[C:8]([CH2:9][OH:10])=[C:7]([F:14])[CH:6]=1)[CH:2]=[CH2:3].[C:15]([O:19][C:20]([N:22]1[CH2:27][CH2:26][N:25]([C:28](Cl)=[O:29])[C@H:24]([CH2:31][CH3:32])[CH2:23]1)=[O:21])([CH3:18])([CH3:17])[CH3:16]. (3) Given the product [Br:1][C:2]1[CH:7]=[CH:6][C:5]([O:8][CH3:9])=[CH:4][C:3]=1[C:10]1([C:13]2[O:15][C:24]3[CH:49]=[CH:48][CH:47]=[CH:46][C:25]=3[CH:26]=2)[CH2:11][CH2:12]1, predict the reactants needed to synthesize it. The reactants are: [Br:1][C:2]1[CH:7]=[CH:6][C:5]([O:8][CH3:9])=[CH:4][C:3]=1[C:10]1([C:13]([OH:15])=O)[CH2:12][CH2:11]1.C(Cl)(=O)C(Cl)=O.[Br-].O[C:24]1[CH:49]=[CH:48][CH:47]=[CH:46][C:25]=1[CH2:26][P+](C1C=CC=CC=1)(C1C=CC=CC=1)C1C=CC=CC=1. (4) Given the product [CH3:24][S:4][C:3]([N:5]1[CH2:10][CH2:9][CH2:8][CH2:7][CH:6]1[C:11]1[N:12]=[N:13][N:14]([C:16]2[CH:21]=[CH:20][CH:19]=[C:18]([Cl:22])[CH:17]=2)[N:15]=1)=[N:2][CH3:1], predict the reactants needed to synthesize it. The reactants are: [CH3:1][NH:2][C:3]([N:5]1[CH2:10][CH2:9][CH2:8][CH2:7][CH:6]1[C:11]1[N:12]=[N:13][N:14]([C:16]2[CH:21]=[CH:20][CH:19]=[C:18]([Cl:22])[CH:17]=2)[N:15]=1)=[S:4].I[CH3:24]. (5) Given the product [CH3:1][O:2][C:3]1[CH:4]=[CH:5][C:6]([CH2:7][O:8][CH2:9][C:10]([C:13]2[N:17]([CH3:34])[N:16]=[C:15]([N:18]3[C:26](=[O:27])[C:25]4[C:20](=[CH:21][CH:22]=[CH:23][CH:24]=4)[C:19]3=[O:28])[CH:14]=2)([CH3:12])[CH3:11])=[CH:29][CH:30]=1, predict the reactants needed to synthesize it. The reactants are: [CH3:1][O:2][C:3]1[CH:30]=[CH:29][C:6]([CH2:7][O:8][CH2:9][C:10]([C:13]2[NH:17][N:16]=[C:15]([N:18]3[C:26](=[O:27])[C:25]4[C:20](=[CH:21][CH:22]=[CH:23][CH:24]=4)[C:19]3=[O:28])[CH:14]=2)([CH3:12])[CH3:11])=[CH:5][CH:4]=1.[H-].[Na+].I[CH3:34].[Cl-].[NH4+]. (6) Given the product [C:25]([C:29]1[CH:34]=[CH:33][C:32]([C:2]2[C:15]3[C:16]4=[C:17]5[C:12](=[CH:13][CH:14]=3)[CH:11]=[CH:10][C:9]([C:18]3[CH:19]=[CH:20][C:21]([Cl:24])=[CH:22][CH:23]=3)=[C:8]5[CH:7]=[CH:6][C:5]4=[CH:4][CH:3]=2)=[CH:31][CH:30]=1)([CH3:28])([CH3:27])[CH3:26], predict the reactants needed to synthesize it. The reactants are: Br[C:2]1[C:15]2[C:16]3=[C:17]4[C:12](=[CH:13][CH:14]=2)[CH:11]=[CH:10][C:9]([C:18]2[CH:23]=[CH:22][C:21]([Cl:24])=[CH:20][CH:19]=2)=[C:8]4[CH:7]=[CH:6][C:5]3=[CH:4][CH:3]=1.[C:25]([C:29]1[CH:34]=[CH:33][C:32](B(O)O)=[CH:31][CH:30]=1)([CH3:28])([CH3:27])[CH3:26].P([O-])([O-])([O-])=O.[K+].[K+].[K+].CN(C)C=O. (7) Given the product [CH3:32][O:31][C:26]1[CH:25]=[C:24]([O:33][CH3:34])[CH:23]=[C:22]2[C:27]=1[C:28](=[O:30])[NH:29][C:20]([C:16]1[CH:17]=[C:18]([CH3:19])[C:13]([O:12][CH2:11][CH2:10][N:1]3[CH2:4][CH:3]([NH:5][C:6](=[O:8])[CH3:7])[CH2:2]3)=[C:14]([CH3:35])[CH:15]=1)=[N:21]2, predict the reactants needed to synthesize it. The reactants are: [NH:1]1[CH2:4][CH:3]([NH:5][C:6](=[O:8])[CH3:7])[CH2:2]1.Br[CH2:10][CH2:11][O:12][C:13]1[C:18]([CH3:19])=[CH:17][C:16]([C:20]2[NH:29][C:28](=[O:30])[C:27]3[C:22](=[CH:23][C:24]([O:33][CH3:34])=[CH:25][C:26]=3[O:31][CH3:32])[N:21]=2)=[CH:15][C:14]=1[CH3:35].C(N(CC)CC)C.